This data is from Forward reaction prediction with 1.9M reactions from USPTO patents (1976-2016). The task is: Predict the product of the given reaction. (1) Given the reactants Cl[C:2]1[CH:7]=[C:6]([C:8]2[N:13]=[CH:12][CH:11]=[CH:10][N:9]=2)[C:5]([Cl:14])=[CH:4][N:3]=1.[CH:15]1([NH:18][C:19]2[N:20]=[CH:21][C:22]3[CH2:28][NH:27][CH2:26][CH2:25][C:23]=3[N:24]=2)[CH2:17][CH2:16]1.CCOC(C)=O.O, predict the reaction product. The product is: [Cl:14][C:5]1[C:6]([C:8]2[N:13]=[CH:12][CH:11]=[CH:10][N:9]=2)=[CH:7][C:2]([N:27]2[CH2:26][CH2:25][C:23]3[N:24]=[C:19]([NH:18][CH:15]4[CH2:16][CH2:17]4)[N:20]=[CH:21][C:22]=3[CH2:28]2)=[N:3][CH:4]=1. (2) Given the reactants COC(N[C@@H](C(C)C)C(N1CC(=O)C[C@H]1C(OCC1C=CC=CC=1)=O)=O)=O.Cl.Cl.Cl.Cl.[CH2:32]([N:34]([CH2:80][CH3:81])[C@H:35]([C:74]1[CH:79]=[CH:78][CH:77]=[CH:76][CH:75]=1)[C:36]([N:38]1[CH2:42][CH2:41][CH2:40][C@H:39]1[C:43]1[NH:44][C:45]([C:48]2[CH:53]=[CH:52][C:51]([C:54]3[CH:63]=[CH:62][C:61]4[C:56](=[CH:57][CH:58]=[C:59]([C:64]5[NH:68][C:67]([C@@H:69]6[CH2:73][CH2:72][CH2:71][NH:70]6)=[N:66][CH:65]=5)[CH:60]=4)[CH:55]=3)=[CH:50][CH:49]=2)=[CH:46][N:47]=1)=[O:37])[CH3:33].[CH3:82][O:83][C:84]([NH:86][C@@H:87]([CH:91]1[CH2:96][CH2:95][O:94][CH2:93][CH2:92]1)[C:88](O)=[O:89])=[O:85].Cl.O=C1CN[C@H](C(OCC2C=CC=CC=2)=O)C1.COC(N[C@@H](C(C)C)C(O)=O)=O, predict the reaction product. The product is: [CH2:80]([N:34]([CH2:32][CH3:33])[C@H:35]([C:74]1[CH:75]=[CH:76][CH:77]=[CH:78][CH:79]=1)[C:36]([N:38]1[CH2:42][CH2:41][CH2:40][C@H:39]1[C:43]1[NH:44][C:45]([C:48]2[CH:49]=[CH:50][C:51]([C:54]3[CH:55]=[C:56]4[C:61](=[CH:62][CH:63]=3)[CH:60]=[C:59]([C:64]3[NH:68][C:67]([C@@H:69]5[CH2:73][CH2:72][CH2:71][N:70]5[C:88](=[O:89])[C@@H:87]([NH:86][C:84](=[O:85])[O:83][CH3:82])[CH:91]5[CH2:96][CH2:95][O:94][CH2:93][CH2:92]5)=[N:66][CH:65]=3)[CH:58]=[CH:57]4)=[CH:52][CH:53]=2)=[CH:46][N:47]=1)=[O:37])[CH3:81].